From a dataset of Full USPTO retrosynthesis dataset with 1.9M reactions from patents (1976-2016). Predict the reactants needed to synthesize the given product. (1) Given the product [Cl:1][C:2]1[CH:25]=[C:24]([N:26]2[CH2:30][CH2:29][CH2:28][CH2:27]2)[CH:23]=[CH:22][C:3]=1[C:4]([N:6]1[C:12]2[CH:13]=[CH:14][CH:15]=[CH:16][C:11]=2[CH2:10][N:9]([CH2:17][CH2:18][OH:19])[C:8](=[O:21])[CH2:7]1)=[O:5], predict the reactants needed to synthesize it. The reactants are: [Cl:1][C:2]1[CH:25]=[C:24]([N:26]2[CH2:30][CH2:29][CH2:28][CH2:27]2)[CH:23]=[CH:22][C:3]=1[C:4]([N:6]1[C:12]2[CH:13]=[CH:14][CH:15]=[CH:16][C:11]=2[CH2:10][N:9]([CH2:17][C:18](O)=[O:19])[C:8](=[O:21])[CH2:7]1)=[O:5].CN1CCOCC1.ClC(OCC(C)C)=O.[BH4-].[Na+]. (2) Given the product [F:13][C:14]1[CH:15]=[C:16]2[C:21](=[CH:22][C:23]=1[Cl:24])[CH:20]=[N+:19]([O-:12])[CH:18]=[CH:17]2, predict the reactants needed to synthesize it. The reactants are: BrC1C=C2C(=CC=1)C=[N+]([O-:12])C=C2.[F:13][C:14]1[CH:15]=[C:16]2[C:21](=[CH:22][C:23]=1[Cl:24])[CH:20]=[N:19][CH:18]=[CH:17]2. (3) Given the product [C:13]([O:17][C:18]([N:20]1[CH2:21][CH:22]=[C:23]([C:9]2[C:6]3[CH:7]=[N:8][C:3]([N:2]([CH3:12])[CH3:1])=[CH:4][C:5]=3[NH:11][CH:10]=2)[CH2:24][CH2:25]1)=[O:19])([CH3:16])([CH3:14])[CH3:15], predict the reactants needed to synthesize it. The reactants are: [CH3:1][N:2]([CH3:12])[C:3]1[N:8]=[CH:7][C:6]2[CH:9]=[CH:10][NH:11][C:5]=2[CH:4]=1.[C:13]([O:17][C:18]([N:20]1[CH2:25][CH2:24][C:23](=O)[CH2:22][CH2:21]1)=[O:19])([CH3:16])([CH3:15])[CH3:14].[OH-].[K+]. (4) Given the product [NH2:1][C:2]1[CH:9]=[CH:8][CH:7]=[C:6]([O:10][CH2:11][CH:12]2[CH2:17][CH2:16][N:15]([C:22](=[O:23])[C:21]3[CH:25]=[CH:26][CH:27]=[C:19]([OH:18])[CH:20]=3)[CH2:14][CH2:13]2)[C:3]=1[C:4]#[N:5], predict the reactants needed to synthesize it. The reactants are: [NH2:1][C:2]1[CH:9]=[CH:8][CH:7]=[C:6]([O:10][CH2:11][CH:12]2[CH2:17][CH2:16][NH:15][CH2:14][CH2:13]2)[C:3]=1[C:4]#[N:5].[OH:18][C:19]1[CH:20]=[C:21]([CH:25]=[CH:26][CH:27]=1)[C:22](O)=[O:23]. (5) Given the product [Cl:46][C:43]1[CH:42]=[CH:41][C:40]([C@@H:27]([O:9][C:5]2[CH:6]=[CH:7][CH:8]=[C:3]([C:2]([F:10])([F:11])[F:1])[CH:4]=2)[C:28]([OH:30])=[O:29])=[CH:45][CH:44]=1, predict the reactants needed to synthesize it. The reactants are: [F:1][C:2]([F:11])([F:10])[C:3]1[CH:4]=[C:5]([OH:9])[CH:6]=[CH:7][CH:8]=1.[Li].CC(C)([O-])C.[O-]C1C=CC=CC=1.[Li+].Br[CH:27]([C:40]1[CH:45]=[CH:44][C:43]([Cl:46])=[CH:42][CH:41]=1)[C:28]([O:30][C@@H](C)C(=O)N1CCCC1)=[O:29].OO.[Li+].[OH-]. (6) Given the product [F:23][C:20]1[CH:19]=[CH:18][C:17]([O:16][C:15](=[O:24])[N:14]([C@:9]2([CH3:13])[C@@H:8]([C:5]3[CH:4]=[CH:3][C:2]([Cl:1])=[CH:7][CH:6]=3)[CH2:12][N:11]([C:37]([CH:34]3[CH2:33][CH2:32][N:31]([C:26](=[O:30])[CH:27]([CH3:28])[CH3:29])[CH2:36][CH2:35]3)=[O:38])[CH2:10]2)[CH3:25])=[CH:22][CH:21]=1, predict the reactants needed to synthesize it. The reactants are: [Cl:1][C:2]1[CH:7]=[CH:6][C:5]([C@H:8]2[CH2:12][NH:11][CH2:10][C@@:9]2([N:14]([CH3:25])[C:15](=[O:24])[O:16][C:17]2[CH:22]=[CH:21][C:20]([F:23])=[CH:19][CH:18]=2)[CH3:13])=[CH:4][CH:3]=1.[C:26]([N:31]1[CH2:36][CH2:35][CH:34]([C:37](O)=[O:38])[CH2:33][CH2:32]1)(=[O:30])[CH:27]([CH3:29])[CH3:28].CN(C(ON1N=NC2C=CC=NC1=2)=[N+](C)C)C.F[P-](F)(F)(F)(F)F.CCN(C(C)C)C(C)C.